From a dataset of Full USPTO retrosynthesis dataset with 1.9M reactions from patents (1976-2016). Predict the reactants needed to synthesize the given product. (1) Given the product [NH2:7][CH:8]([CH:9]([CH3:11])[CH3:10])[C:12]([N:14]1[CH2:18][CH2:17][CH2:16][CH:15]1[CH2:19][C:20]1[C:28]2[CH:27]=[CH:26][C:25]([F:29])=[CH:24][C:23]=2[N:22]2[CH2:30][CH2:31][N:32]3[C:40]4[C:35](=[CH:36][CH:37]=[C:38]([F:41])[CH:39]=4)[C:34]([CH2:42][CH:43]4[CH2:47][CH2:46][CH2:45][N:44]4[C:48](=[O:61])[CH:49]([NH2:53])[CH:50]([CH3:52])[CH3:51])=[C:33]3[C:21]=12)=[O:13], predict the reactants needed to synthesize it. The reactants are: C(OC(=O)[NH:7][CH:8]([C:12]([N:14]1[CH2:18][CH2:17][CH2:16][CH:15]1[CH2:19][C:20]1[C:28]2[CH:27]=[CH:26][C:25]([F:29])=[CH:24][C:23]=2[N:22]2[CH2:30][CH2:31][N:32]3[C:40]4[C:35](=[CH:36][CH:37]=[C:38]([F:41])[CH:39]=4)[C:34]([CH2:42][CH:43]4[CH2:47][CH2:46][CH2:45][N:44]4[C:48](=[O:61])[CH:49]([NH:53]C(OC(C)(C)C)=O)[CH:50]([CH3:52])[CH3:51])=[C:33]3[C:21]=12)=[O:13])[CH:9]([CH3:11])[CH3:10])(C)(C)C.C(O)(C(F)(F)F)=O. (2) Given the product [Cl:42][C:31]1[CH:32]=[C:33]([C:36](=[O:41])[NH:37][CH:38]([CH3:40])[CH3:39])[CH:34]=[CH:35][C:30]=1[C:27]1[CH:26]=[CH:25][C:24]([CH2:23][C@H:19]([NH:18][C:16]([C@H:13]2[CH2:12][CH2:11][C@H:10]([CH2:9][NH:8][C:6](=[O:7])[O:5][C:1]([CH3:4])([CH3:2])[CH3:3])[CH2:15][CH2:14]2)=[O:17])[C:20]([NH:53][C:51]2[CH:50]=[C:49]3[C:45]([CH:46]=[N:47][NH:48]3)=[C:44]([F:43])[CH:52]=2)=[O:21])=[CH:29][CH:28]=1, predict the reactants needed to synthesize it. The reactants are: [C:1]([O:5][C:6]([NH:8][CH2:9][C@H:10]1[CH2:15][CH2:14][C@H:13]([C:16]([NH:18][C@@H:19]([CH2:23][C:24]2[CH:29]=[CH:28][C:27]([C:30]3[CH:35]=[CH:34][C:33]([C:36](=[O:41])[NH:37][CH:38]([CH3:40])[CH3:39])=[CH:32][C:31]=3[Cl:42])=[CH:26][CH:25]=2)[C:20](O)=[O:21])=[O:17])[CH2:12][CH2:11]1)=[O:7])([CH3:4])([CH3:3])[CH3:2].[F:43][C:44]1[CH:52]=[C:51]([NH2:53])[CH:50]=[C:49]2[C:45]=1[CH:46]=[N:47][NH:48]2.C(N(CC)C(C)C)(C)C.C(P1(=O)OP(=O)(CCC)OP(=O)(CCC)O1)CC. (3) Given the product [Cl:1][C:2]1[C:3]([CH:8]([C:10]2[CH:19]=[C:18]3[C:13]([CH:14]=[CH:15][C:16]([C:20]4[CH:21]=[CH:22][CH:23]=[CH:24][CH:25]=4)=[N:17]3)=[CH:12][CH:11]=2)[N:30]2[C:26](=[O:36])[C:27]3[C:28](=[CH:32][CH:33]=[CH:34][CH:35]=3)[C:29]2=[O:31])=[N:4][CH:5]=[CH:6][N:7]=1, predict the reactants needed to synthesize it. The reactants are: [Cl:1][C:2]1[C:3]([CH:8]([C:10]2[CH:19]=[C:18]3[C:13]([CH:14]=[CH:15][C:16]([C:20]4[CH:25]=[CH:24][CH:23]=[CH:22][CH:21]=4)=[N:17]3)=[CH:12][CH:11]=2)O)=[N:4][CH:5]=[CH:6][N:7]=1.[C:26]1(=[O:36])[NH:30][C:29](=[O:31])[C:28]2=[CH:32][CH:33]=[CH:34][CH:35]=[C:27]12.C1C=CC(P(C2C=CC=CC=2)C2C=CC=CC=2)=CC=1.CC(OC(/N=N/C(OC(C)C)=O)=O)C. (4) Given the product [CH2:11]([N:7]1[CH2:8][CH2:9][CH:5]([CH2:3][OH:2])[CH2:6]1)[C:12]1[CH:17]=[CH:16][CH:15]=[CH:14][CH:13]=1, predict the reactants needed to synthesize it. The reactants are: C[O:2][C:3]([CH:5]1[CH2:9][C:8](=O)[N:7]([CH2:11][C:12]2[CH:17]=[CH:16][CH:15]=[CH:14][CH:13]=2)[CH2:6]1)=O.B.C(=O)(O)[O-].[Na+]. (5) Given the product [F:11][C:10]1[C:5]2[N:6]([C:2]([C:27]3[CH:28]=[CH:29][C:24]([F:23])=[C:25]([C:33]4[CH:34]=[N:35][CH:36]=[CH:37][CH:38]=4)[CH:26]=3)=[CH:3][N:4]=2)[CH:7]=[CH:8][C:9]=1[C:12]([OH:15])([CH3:13])[CH3:14], predict the reactants needed to synthesize it. The reactants are: Br[C:2]1[N:6]2[CH:7]=[CH:8][C:9]([C:12]([O:15][Si](CC)(CC)CC)([CH3:14])[CH3:13])=[C:10]([F:11])[C:5]2=[N:4][CH:3]=1.[F:23][C:24]1[CH:29]=[CH:28][C:27](B(O)O)=[CH:26][C:25]=1[C:33]1[CH:34]=[N:35][CH:36]=[CH:37][CH:38]=1. (6) Given the product [C:1]1([C:7]([C:17]2[CH:22]=[CH:21][C:20]([CH:23]=[CH:24][C:25]([NH:40][S:37]([C:34]3[CH:33]=[CH:32][C:31]([N+:28]([O-:30])=[O:29])=[CH:36][CH:35]=3)(=[O:38])=[O:39])=[O:26])=[CH:19][CH:18]=2)=[C:8]([C:11]2[CH:16]=[CH:15][CH:14]=[CH:13][CH:12]=2)[CH2:9][CH3:10])[CH:2]=[CH:3][CH:4]=[CH:5][CH:6]=1, predict the reactants needed to synthesize it. The reactants are: [C:1]1(/[C:7](/[C:17]2[CH:22]=[CH:21][C:20]([CH:23]=[CH:24][C:25](O)=[O:26])=[CH:19][CH:18]=2)=[C:8](/[C:11]2[CH:16]=[CH:15][CH:14]=[CH:13][CH:12]=2)\[CH2:9][CH3:10])[CH:6]=[CH:5][CH:4]=[CH:3][CH:2]=1.[N+:28]([C:31]1[CH:36]=[CH:35][C:34]([S:37]([NH2:40])(=[O:39])=[O:38])=[CH:33][CH:32]=1)([O-:30])=[O:29]. (7) The reactants are: [CH3:1][O:2][C:3]1[CH:12]=[CH:11][CH:10]=[C:9]2[C:4]=1[CH2:5][CH2:6][C:7](=[O:13])[NH:8]2.[CH3:14][O:15]C(Cl)Cl. Given the product [CH3:1][O:2][C:3]1[CH:12]=[CH:11][C:10]([CH:14]=[O:15])=[C:9]2[C:4]=1[CH2:5][CH2:6][C:7](=[O:13])[NH:8]2, predict the reactants needed to synthesize it. (8) Given the product [NH2:16][C:13]1[N:12]=[CH:11][C:10]([NH:9][C:7](=[O:8])[C:6]2[CH:17]=[C:2]([NH:1][S:34]([C:30]3[CH:31]=[CH:32][CH:33]=[C:28]([C:27]([F:26])([F:38])[F:39])[CH:29]=3)(=[O:36])=[O:35])[CH:3]=[CH:4][C:5]=2[CH3:18])=[CH:15][N:14]=1, predict the reactants needed to synthesize it. The reactants are: [NH2:1][C:2]1[CH:3]=[CH:4][C:5]([CH3:18])=[C:6]([CH:17]=1)[C:7]([NH:9][C:10]1[CH:11]=[N:12][C:13]([NH2:16])=[N:14][CH:15]=1)=[O:8].C(N(CC)CC)C.[F:26][C:27]([F:39])([F:38])[C:28]1[CH:29]=[C:30]([S:34](Cl)(=[O:36])=[O:35])[CH:31]=[CH:32][CH:33]=1. (9) The reactants are: [CH:1]1([C:4]2[N:13]=[C:12]([N:14]3[CH2:19][CH2:18][N:17]([C:20]4[CH:25]=[CH:24][CH:23]=[CH:22][C:21]=4N)[CH2:16][CH2:15]3)[C:11]3[C:6](=[CH:7][C:8]([O:29][CH3:30])=[C:9]([O:27][CH3:28])[CH:10]=3)[N:5]=2)[CH2:3][CH2:2]1.[CH2:31]1OCOCO1.[BH3-][C:38]#[N:39].[Na+]. Given the product [CH:1]1([C:4]2[N:13]=[C:12]([N:14]3[CH2:19][CH2:18][N:17]([C:20]4[CH:25]=[CH:24][CH:23]=[CH:22][C:21]=4[NH:39][CH2:38][CH3:31])[CH2:16][CH2:15]3)[C:11]3[C:6](=[CH:7][C:8]([O:29][CH3:30])=[C:9]([O:27][CH3:28])[CH:10]=3)[N:5]=2)[CH2:3][CH2:2]1, predict the reactants needed to synthesize it. (10) Given the product [NH2:38][C:36]([C:20]1[CH:21]=[N:22][C:23]2[C:28]([C:19]=1[NH:1][C:4]1[CH:5]=[C:6]([C:14]([O:16][CH3:17])=[O:15])[C:7]([C:10]([O:12][CH3:13])=[O:11])=[CH:8][CH:9]=1)=[CH:27][CH:26]=[C:25]([C:29]1[C:30]([CH3:35])=[N:31][O:32][C:33]=1[CH3:34])[CH:24]=2)=[O:37], predict the reactants needed to synthesize it. The reactants are: [N+:1]([C:4]1[CH:5]=[C:6]([C:14]([O:16][CH3:17])=[O:15])[C:7]([C:10]([O:12][CH3:13])=[O:11])=[CH:8][CH:9]=1)([O-])=O.Cl[C:19]1[C:28]2[C:23](=[CH:24][C:25]([C:29]3[C:30]([CH3:35])=[N:31][O:32][C:33]=3[CH3:34])=[CH:26][CH:27]=2)[N:22]=[CH:21][C:20]=1[C:36]([NH2:38])=[O:37].